Dataset: Full USPTO retrosynthesis dataset with 1.9M reactions from patents (1976-2016). Task: Predict the reactants needed to synthesize the given product. (1) Given the product [C:19]12([NH:22][S:8]([C:5]3[CH:4]=[CH:3][C:2]([Br:1])=[CH:7][N:6]=3)(=[O:10])=[O:9])[CH2:20][CH:13]3[CH2:14][CH:15]([CH2:16][CH:17]([CH2:12]3)[CH2:18]1)[CH2:21]2, predict the reactants needed to synthesize it. The reactants are: [Br:1][C:2]1[CH:3]=[CH:4][C:5]([S:8](Cl)(=[O:10])=[O:9])=[N:6][CH:7]=1.[CH2:12]1[CH:17]2[CH2:18][C:19]3([NH2:22])[CH2:21][CH:15]([CH2:16]2)[CH2:14][CH:13]1[CH2:20]3. (2) Given the product [OH:24][NH:25][C:4](=[O:22])[C@@H:5]([OH:6])[C@H:7]([C:8]([N:69]1[CH2:70][CH2:71][CH:66]([CH2:63][CH2:64][CH3:65])[CH2:67][CH2:68]1)=[O:10])[CH2:11][CH2:12][CH2:13][C:14]1[CH:15]=[CH:16][C:17]([O:20][CH3:21])=[CH:18][CH:19]=1, predict the reactants needed to synthesize it. The reactants are: CC1(C)[O:6][C@@H:5]([C@@H:7]([CH2:11][CH2:12][CH2:13][C:14]2[CH:19]=[CH:18][C:17]([O:20][CH3:21])=[CH:16][CH:15]=2)[C:8]([OH:10])=O)[C:4](=[O:22])O1.[OH:24][NH:25]C(=O)[C@@H](O)[C@@H](C(N1CCN(C2SN=C(C3C=CC=CC=3)N=2)CC1)=O)CC(C)C.BrC1C=CC(OC)=CC=1.[CH2:63]([CH:66]1[CH2:71][CH2:70][NH:69][CH2:68][CH2:67]1)[CH2:64][CH3:65].